From a dataset of Reaction yield outcomes from USPTO patents with 853,638 reactions. Predict the reaction yield, written as a fraction of the theoretical maximum amount of product (1.0 means a 100% yield; for example, 0.34 means a 34% yield). (1) The reactants are Br[C:2]1[CH:3]=[C:4]([CH:9]=[CH:10][C:11]([O:13]CC)=[O:12])[CH:5]=[CH:6][C:7]=1[OH:8].[CH2:16]([O:19][C:20]1[C:29]2[C:28]([CH3:31])([CH3:30])[CH2:27][CH2:26][C:25]([CH3:33])([CH3:32])[C:24]=2[CH:23]=[C:22](B(O)O)[CH:21]=1)[CH2:17][CH3:18]. No catalyst specified. The product is [OH:8][C:7]1[CH:6]=[CH:5][C:4]([CH:9]=[CH:10][C:11]([OH:13])=[O:12])=[CH:3][C:2]=1[C:22]1[CH:21]=[C:20]([O:19][CH2:16][CH2:17][CH3:18])[C:29]2[C:28]([CH3:31])([CH3:30])[CH2:27][CH2:26][C:25]([CH3:32])([CH3:33])[C:24]=2[CH:23]=1. The yield is 0.400. (2) The product is [ClH:38].[NH2:7][CH:8]([CH2:9][C:10]1[CH:11]=[CH:12][C:13]([O:16][C:17]2[CH:22]=[CH:21][C:20]([CH2:23][CH:24]3[S:28][C:27](=[O:29])[NH:26][C:25]3=[O:30])=[CH:19][CH:18]=2)=[CH:14][CH:15]=1)[C:31]([N:32]([CH3:34])[CH3:33])=[O:35]. The yield is 0.731. No catalyst specified. The reactants are C(OC(=O)[NH:7][CH:8]([C:31](=[O:35])[N:32]([CH3:34])[CH3:33])[CH2:9][C:10]1[CH:15]=[CH:14][C:13]([O:16][C:17]2[CH:22]=[CH:21][C:20]([CH2:23][CH:24]3[S:28][C:27](=[O:29])[NH:26][C:25]3=[O:30])=[CH:19][CH:18]=2)=[CH:12][CH:11]=1)(C)(C)C.C(Cl)[Cl:38].